This data is from NCI-60 drug combinations with 297,098 pairs across 59 cell lines. The task is: Regression. Given two drug SMILES strings and cell line genomic features, predict the synergy score measuring deviation from expected non-interaction effect. Drug 1: C1CNP(=O)(OC1)N(CCCl)CCCl. Drug 2: C(CN)CNCCSP(=O)(O)O. Cell line: SF-295. Synergy scores: CSS=12.0, Synergy_ZIP=12.2, Synergy_Bliss=14.9, Synergy_Loewe=3.61, Synergy_HSA=0.00853.